From a dataset of Full USPTO retrosynthesis dataset with 1.9M reactions from patents (1976-2016). Predict the reactants needed to synthesize the given product. (1) Given the product [I:27][C:28]1[CH:29]=[C:30]([CH:33]=[CH:34][CH:35]=1)[CH2:31][NH:32][C:2]1[C:3]2[N:4]=[CH:5][N:6]([C:7]=2[N:8]=[CH:9][N:10]=1)[C@@H:11]1[O:23][C@H:22]([CH2:24][O:25][CH3:26])[C@@H:17]([OH:18])[C@H:12]1[OH:13], predict the reactants needed to synthesize it. The reactants are: Cl[C:2]1[N:10]=[CH:9][N:8]=[C:7]2[C:3]=1[N:4]=[CH:5][N:6]2[C@@H:11]1[O:23][C@H:22]([CH2:24][O:25][CH3:26])[C@@H:17]([O:18]C(=O)C)[C@H:12]1[O:13]C(=O)C.[I:27][C:28]1[CH:29]=[C:30]([CH:33]=[CH:34][CH:35]=1)[CH2:31][NH2:32].Cl. (2) Given the product [CH3:1][O:2][C:3]1[CH:4]=[C:5]2[C:10](=[CH:11][C:12]=1[O:13][CH3:14])[N:9]=[CH:8][N:7]=[C:6]2[O:15][C:16]1[CH:22]=[CH:21][C:19]([NH:20][C:29](=[O:35])[O:30][CH2:31][C:40]2[CH:41]=[CH:42][CH:43]=[CH:44][C:39]=2[O:38][CH3:37])=[C:18]([O:23][CH3:24])[CH:17]=1, predict the reactants needed to synthesize it. The reactants are: [CH3:1][O:2][C:3]1[CH:4]=[C:5]2[C:10](=[CH:11][C:12]=1[O:13][CH3:14])[N:9]=[CH:8][N:7]=[C:6]2[O:15][C:16]1[CH:22]=[CH:21][C:19]([NH2:20])=[C:18]([O:23][CH3:24])[CH:17]=1.ClC(Cl)(O[C:29](=[O:35])[O:30][C:31](Cl)(Cl)Cl)Cl.[CH3:37][O:38][C:39]1[CH:44]=[CH:43][CH:42]=[CH:41][C:40]=1CO.C(=O)(O)[O-].[Na+]. (3) Given the product [CH3:1][N:2]1[C:10]([CH2:11][CH:12]2[CH2:17][CH2:16][N:15]([C:18]([O:20][C:21]([CH3:24])([CH3:23])[CH3:22])=[O:19])[CH2:14][CH2:13]2)=[N:9][C:8]2[C:3]1=[N:4][C:5]([N:31]1[C:35]3[CH:36]=[CH:37][CH:38]=[CH:39][C:34]=3[N:33]=[C:32]1[CH3:40])=[N:6][C:7]=2[N:25]1[CH2:26][CH2:27][O:28][CH2:29][CH2:30]1, predict the reactants needed to synthesize it. The reactants are: [CH3:1][N:2]1[C:10]([CH:11]=[C:12]2[CH2:17][CH2:16][N:15]([C:18]([O:20][C:21]([CH3:24])([CH3:23])[CH3:22])=[O:19])[CH2:14][CH2:13]2)=[N:9][C:8]2[C:3]1=[N:4][C:5]([N:31]1[C:35]3[CH:36]=[CH:37][CH:38]=[CH:39][C:34]=3[N:33]=[C:32]1[CH3:40])=[N:6][C:7]=2[N:25]1[CH2:30][CH2:29][O:28][CH2:27][CH2:26]1. (4) Given the product [N:1]1([C:8]2[C:9]([C:22]3[O:23][C:24]4[CH:30]=[C:29]([F:31])[CH:28]=[CH:27][C:25]=4[CH:26]=3)=[N:10][C:11]3[C:16]([N:17]=2)=[CH:15][C:14]([C:18]([OH:20])=[O:19])=[CH:13][CH:12]=3)[CH2:2][CH2:3][CH2:4][CH2:5][CH2:6][CH2:7]1, predict the reactants needed to synthesize it. The reactants are: [N:1]1([C:8]2[C:9]([C:22]3[O:23][C:24]4[CH:30]=[C:29]([F:31])[CH:28]=[CH:27][C:25]=4[CH:26]=3)=[N:10][C:11]3[C:16]([N:17]=2)=[CH:15][C:14]([C:18]([O:20]C)=[O:19])=[CH:13][CH:12]=3)[CH2:7][CH2:6][CH2:5][CH2:4][CH2:3][CH2:2]1.[OH-].[Na+].O. (5) Given the product [CH3:25][O:26][CH2:2][CH2:1][N:4]1[CH2:10][CH2:9][C:8]2[S:11][C:12]([NH2:14])=[N:13][C:7]=2[C:6]2=[CH:22][NH:23][N:24]=[C:5]12, predict the reactants needed to synthesize it. The reactants are: [CH:1]([N:4]1[CH2:10][CH2:9][C:8]2[S:11][C:12]([NH:14]C3N=C(C)C=CN=3)=[N:13][C:7]=2[C:6]2=[CH:22][NH:23][N:24]=[C:5]12)(C)[CH3:2].[C:25](O)(C(F)(F)F)=[O:26]. (6) Given the product [CH:1]1([C:7]([C:9]2[C:10]3[CH:17]=[CH:16][NH:15][C:11]=3[N:12]=[CH:13][N:14]=2)=[O:8])[CH2:2][CH2:3][CH2:4][CH2:5][CH2:6]1, predict the reactants needed to synthesize it. The reactants are: [CH:1]1([C:7]([C:9]2[C:10]3[CH:17]=[CH:16][N:15]([Si](C(C)C)(C(C)C)C(C)C)[C:11]=3[N:12]=[CH:13][N:14]=2)=[O:8])[CH2:6][CH2:5][CH2:4][CH2:3][CH2:2]1.Cl.CO.